From a dataset of Reaction yield outcomes from USPTO patents with 853,638 reactions. Predict the reaction yield, written as a fraction of the theoretical maximum amount of product (1.0 means a 100% yield; for example, 0.34 means a 34% yield). (1) The reactants are [Cl:1][C:2]1[N:10]=[C:9]2[C:5]([N:6]=[CH:7][N:8]2[CH:11]2[CH2:16][CH2:15][CH2:14][CH2:13][O:12]2)=[C:4]([N:17]2[CH2:22][CH2:21][O:20][CH2:19][CH2:18]2)[N:3]=1.[Li]CCCC.CN(OC)[C:30](=[O:32])[CH3:31].Cl. The catalyst is C1COCC1.O. The product is [Cl:1][C:2]1[N:10]=[C:9]2[C:5]([N:6]=[C:7]([C:30](=[O:32])[CH3:31])[N:8]2[CH:11]2[CH2:16][CH2:15][CH2:14][CH2:13][O:12]2)=[C:4]([N:17]2[CH2:22][CH2:21][O:20][CH2:19][CH2:18]2)[N:3]=1. The yield is 0.830. (2) The reactants are [CH2:1]([O:3][C:4]([C:6]1[CH:7]=[N:8][C:9]2[N:10]([N:21]=[CH:22][C:23]=2[S:24]([OH:27])(=[O:26])=O)[C:11]=1[NH:12][C:13]1[CH:18]=[CH:17][C:16]([F:19])=[CH:15][C:14]=1[CH3:20])=[O:5])[CH3:2].[CH:28]1([NH2:31])[CH2:30][CH2:29]1. No catalyst specified. The product is [CH:28]1([NH:31][S:24]([C:23]2[CH:22]=[N:21][N:10]3[C:11]([NH:12][C:13]4[CH:18]=[CH:17][C:16]([F:19])=[CH:15][C:14]=4[CH3:20])=[C:6]([C:4]([O:3][CH2:1][CH3:2])=[O:5])[CH:7]=[N:8][C:9]=23)(=[O:26])=[O:27])[CH2:30][CH2:29]1. The yield is 1.00. (3) The reactants are [NH2:1][C:2]1[N:7]=[CH:6][C:5]([N:8]2[CH2:13][CH2:12][N:11]([C:14]([O:16][C:17]([CH3:20])([CH3:19])[CH3:18])=[O:15])[CH2:10][C@@H:9]2[CH2:21][CH3:22])=[CH:4][CH:3]=1.Br[C:24]1[C:25](=[O:32])[N:26]([CH3:31])[CH:27]=[C:28]([Br:30])[CH:29]=1.CC1(C)C2C(=C(P(C3C=CC=CC=3)C3C=CC=CC=3)C=CC=2)OC2C(P(C3C=CC=CC=3)C3C=CC=CC=3)=CC=CC1=2.C(=O)([O-])[O-].[Cs+].[Cs+]. The catalyst is C1C=CC(/C=C/C(/C=C/C2C=CC=CC=2)=O)=CC=1.C1C=CC(/C=C/C(/C=C/C2C=CC=CC=2)=O)=CC=1.C1C=CC(/C=C/C(/C=C/C2C=CC=CC=2)=O)=CC=1.[Pd].[Pd].O1CCOCC1. The product is [Br:30][C:28]1[CH:29]=[C:24]([NH:1][C:2]2[N:7]=[CH:6][C:5]([N:8]3[CH2:13][CH2:12][N:11]([C:14]([O:16][C:17]([CH3:18])([CH3:20])[CH3:19])=[O:15])[CH2:10][C@@H:9]3[CH2:21][CH3:22])=[CH:4][CH:3]=2)[C:25](=[O:32])[N:26]([CH3:31])[CH:27]=1. The yield is 0.550.